From a dataset of Forward reaction prediction with 1.9M reactions from USPTO patents (1976-2016). Predict the product of the given reaction. (1) Given the reactants Cl[C:2]1[N:7]=[CH:6][C:5]([O:8][CH:9]([F:11])[F:10])=[CH:4][N:3]=1.ClC1N=CC(OC2CCN(C)CC2)=CN=1.[F:27][C:28]1([F:74])[CH2:33][CH2:32][CH:31]([C:34]2[C:43]3[CH:42]([O:44]CC4C=CC(OC)=CC=4)[CH2:41][C:40]([CH3:55])([CH3:54])[CH2:39][C:38]=3[N:37]=[C:36]([CH:56]3[CH2:61][CH2:60][NH:59][CH2:58][CH2:57]3)[C:35]=2[CH:62]([F:73])[C:63]2[CH:68]=[CH:67][C:66]([C:69]([F:72])([F:71])[F:70])=[CH:65][CH:64]=2)[CH2:30][CH2:29]1, predict the reaction product. The product is: [F:74][C:28]1([F:27])[CH2:33][CH2:32][CH:31]([C:34]2[C:43]3[CH:42]([OH:44])[CH2:41][C:40]([CH3:54])([CH3:55])[CH2:39][C:38]=3[N:37]=[C:36]([CH:56]3[CH2:61][CH2:60][N:59]([C:2]4[N:7]=[CH:6][C:5]([O:8][CH:9]([F:11])[F:10])=[CH:4][N:3]=4)[CH2:58][CH2:57]3)[C:35]=2[CH:62]([F:73])[C:63]2[CH:68]=[CH:67][C:66]([C:69]([F:71])([F:72])[F:70])=[CH:65][CH:64]=2)[CH2:30][CH2:29]1. (2) Given the reactants [NH2:1][CH2:2][C:3]1[CH:8]=[CH:7][C:6]([OH:9])=[CH:5][C:4]=1[O:10][CH3:11].I[CH:13]([CH3:15])[CH3:14].[CH3:16][C:17]1([CH3:30])[C@@H:19]2[CH2:20][C:21]3[C:25]([C@H:18]12)=[C:24]([CH3:26])[S:23][C:22]=3[C:27]([OH:29])=O, predict the reaction product. The product is: [CH3:11][O:10][C:4]1[CH:5]=[C:6]([O:9][CH:13]([CH3:15])[CH3:14])[CH:7]=[CH:8][C:3]=1[CH2:2][NH:1][C:27]([C:22]1[S:23][C:24]([CH3:26])=[C:25]2[C:21]=1[CH2:20][C@H:19]1[C:17]([CH3:16])([CH3:30])[C@H:18]12)=[O:29]. (3) Given the reactants C[O:2][C:3](=[O:32])[CH2:4][C:5]1[CH:10]=[CH:9][CH:8]=[C:7]([CH2:11][N:12]([CH2:28][CH2:29][CH2:30][CH3:31])[CH:13]2[CH2:17][CH2:16][N:15]([C:18]3[S:19][C:20]4[CH:26]=[C:25]([Cl:27])[CH:24]=[CH:23][C:21]=4[N:22]=3)[CH2:14]2)[CH:6]=1.[OH-].[Na+].O1CCCC1.Cl, predict the reaction product. The product is: [CH2:28]([N:12]([CH2:11][C:7]1[CH:6]=[C:5]([CH2:4][C:3]([OH:32])=[O:2])[CH:10]=[CH:9][CH:8]=1)[CH:13]1[CH2:17][CH2:16][N:15]([C:18]2[S:19][C:20]3[CH:26]=[C:25]([Cl:27])[CH:24]=[CH:23][C:21]=3[N:22]=2)[CH2:14]1)[CH2:29][CH2:30][CH3:31].